This data is from Experimentally validated miRNA-target interactions with 360,000+ pairs, plus equal number of negative samples. The task is: Binary Classification. Given a miRNA mature sequence and a target amino acid sequence, predict their likelihood of interaction. (1) The protein sequence of the target gene is MSAAGLLAPAPAPAAAPAAPEYYPEDEEELESAEDDERSCRGRESDEDTEDASETDLAKHDEEDYVEMKEQMYQDKLASLKRQLQQLQEGTLQEYQKRMKKLDQQYRERIRNAELFLQLETEQVERNYIKEKKAAVKEFEDKKVELKENLIAELEEKKKMIENEKLTMELTGDSMEVKPIMTRKLRRRPNDPVPIPDKRRKPAPAQLNYLLTDEQIMEDLRTLNKLKSPKRPASPSSPEHLPATPAESPAQRFEARIEDGKLYYDKRWYHKSQAIYLESKDNQKLSCVISSVGANEIWVR.... Result: 0 (no interaction). The miRNA is rno-miR-199a-5p with sequence CCCAGUGUUCAGACUACCUGUUC. (2) The miRNA is hsa-miR-548ax with sequence AGAAGUAAUUGCGGUUUUGCCA. The protein sequence of the target gene is MENLQTNFSLVQGSTKKLNGMGDDGSPPAKKMITDIHANGKTINKVPTVKKEHLDDYGEAPVETDGEHVKRTCTSVPETLHLNPSLKHTLAQFHLSSQSSLGGPAAFSARHSQESMSPTVFLPLPSPQVLPGPLLIPSDSSTELTQTVLEGESISCFQVGGEKRLCLPQVLNSVLREFTLQQINTVCDELYIYCSRCTSDQLHILKVLGILPFNAPSCGLITLTDAQRLCNALLRPRTFPQNGSVLPAKSSLAQLKETGSAFEVEHECLGKCQGLFAPQFYVQPDAPCIQCLECCGMFAP.... Result: 1 (interaction). (3) The protein sequence of the target gene is MEQPTSSINGEKRKSPCESNNENDEMQETPNRDLAPEPSLKKMKTSEYSTVLAFCYRKAKKIHSNQLENDQS. The miRNA is hsa-miR-4713-3p with sequence UGGGAUCCAGACAGUGGGAGAA. Result: 0 (no interaction).